This data is from Peptide-MHC class I binding affinity with 185,985 pairs from IEDB/IMGT. The task is: Regression. Given a peptide amino acid sequence and an MHC pseudo amino acid sequence, predict their binding affinity value. This is MHC class I binding data. The MHC is HLA-B27:05 with pseudo-sequence HLA-B27:05. The binding affinity (normalized) is 0.307. The peptide sequence is LRQWAPATM.